Predict the reaction yield, written as a fraction of the theoretical maximum amount of product (1.0 means a 100% yield; for example, 0.34 means a 34% yield). From a dataset of Reaction yield outcomes from USPTO patents with 853,638 reactions. The reactants are [N+:1]([C:4]1[CH:5]=[C:6]2[C:10](=[CH:11][CH:12]=1)[NH:9][N:8]=[C:7]2[C:13]([OH:15])=O)([O-:3])=[O:2].[F:16][C:17]1[CH:23]=[CH:22][C:20]([NH2:21])=[CH:19][CH:18]=1.C1C=CC2N(O)N=NC=2C=1.C(Cl)CCl. The yield is 0.820. The product is [F:16][C:17]1[CH:23]=[CH:22][C:20]([NH:21][C:13]([C:7]2[C:6]3[C:10](=[CH:11][CH:12]=[C:4]([N+:1]([O-:3])=[O:2])[CH:5]=3)[NH:9][N:8]=2)=[O:15])=[CH:19][CH:18]=1. The catalyst is CN(C=O)C.